From a dataset of Catalyst prediction with 721,799 reactions and 888 catalyst types from USPTO. Predict which catalyst facilitates the given reaction. Reactant: C([C:3]1[C:11]([O:12][CH2:13][C@H:14]([NH:16][C:17](=O)OC(C)(C)C)[CH3:15])=[CH:10][CH:9]=[C:8]2[C:4]=1[CH:5]=[CH:6][N:7]2[S:24]([C:27]1[CH:32]=[CH:31][CH:30]=[CH:29][CH:28]=1)(=[O:26])=[O:25])=O.C(O)(C(F)(F)F)=O.C(O[BH-](OC(=O)C)OC(=O)C)(=O)C.[Na+]. Product: [CH3:15][C@H:14]1[NH:16][CH2:17][C:3]2=[C:4]3[C:8](=[CH:9][CH:10]=[C:11]2[O:12][CH2:13]1)[N:7]([S:24]([C:27]1[CH:28]=[CH:29][CH:30]=[CH:31][CH:32]=1)(=[O:25])=[O:26])[CH:6]=[CH:5]3. The catalyst class is: 2.